Predict the reactants needed to synthesize the given product. From a dataset of Full USPTO retrosynthesis dataset with 1.9M reactions from patents (1976-2016). (1) Given the product [OH-:8].[CH2:2]([N+:4]([CH2:10][CH3:11])([CH2:6][CH2:7][O:8][CH3:9])[CH3:5])[CH3:3], predict the reactants needed to synthesize it. The reactants are: [Cl-].[CH2:2]([N+:4]([CH2:10][CH3:11])([CH2:6][CH2:7][O:8][CH3:9])[CH3:5])[CH3:3]. (2) Given the product [Br:13][C:14]1[CH:15]=[C:16]2[C:21](=[CH:22][CH:23]=1)[CH:20]=[C:2]([O:4][C:5]([N:34]1[CH:35]3[CH2:38][CH2:39][N:31]([CH2:37][CH2:36]3)[CH2:32][CH2:33]1)=[O:11])[CH:18]=[CH:17]2, predict the reactants needed to synthesize it. The reactants are: Cl[C:2](Cl)([O:4][C:5](=[O:11])OC(Cl)(Cl)Cl)Cl.[Br:13][C:14]1[CH:15]=[C:16]2[C:21](=[CH:22][CH:23]=1)[CH:20]=C(O)[CH:18]=[CH:17]2.N1C=CC=CC=1.[N:31]12[CH2:39][CH2:38][CH:35]([CH2:36][CH2:37]1)[NH:34][CH2:33][CH2:32]2.CN(C1C=CC=CN=1)C.